From a dataset of Experimentally validated miRNA-target interactions with 360,000+ pairs, plus equal number of negative samples. Binary Classification. Given a miRNA mature sequence and a target amino acid sequence, predict their likelihood of interaction. (1) The miRNA is mmu-miR-129-2-3p with sequence AAGCCCUUACCCCAAAAAGCAU. The protein sequence of the target gene is MESGKMAPPKNAPRDALVMAQILKDMGITEYEPRVINQMLEFAFRYVTTILDDAKIYSSHAKKPNVDADDVRLAIQCRADQSFTSPPPRDFLLDIARQKNQTPLPLIKPYAGPRLPPDRYCLTAPNYRLKSLIKKGPNQGRLVPRLSVGAVSSKPTTPTIATPQTVSVPNKVATPMSVTSQRFTVQIPPSQSTPVKPVPATTAVQNVLINPSMIGPKNILITTNMVSSQNTANEANPLKRKHEDDDDNDIM. Result: 0 (no interaction). (2) The miRNA is hsa-miR-1539 with sequence UCCUGCGCGUCCCAGAUGCCC. Result: 0 (no interaction). The protein sequence of the target gene is MFAKGKGSAVPSDGQAREKLALYVYEYLLHVGAQKSAQTFLSEIRWEKNITLGEPPGFLHSWWCVFWDLYCAAPERRDTCEHSSEAKAFHDYSAAAAPSPVLGNIPPNDGMPGGPIPPGFFQGPPGSQPSPHAQPPPHNPSSMMGPHSQPFMSPRYAGGPRPPIRMGNQPPGGVPGTQPLLPNSMDPTRQQGHPNMGGSMQRMNPPRGMGPMGPGPQNYGSGMRPPPNSLGPAMPGINMGPGAGRPWPNPNSANSIPYSSSSPGTYVGPPGGGGPPGTPIMPSPADSTNSSDNIYTMINP....